From a dataset of Retrosynthesis with 50K atom-mapped reactions and 10 reaction types from USPTO. Predict the reactants needed to synthesize the given product. (1) Given the product CC1CCC(C(C)C)C(C(=O)NCCc2ccccc2)C1, predict the reactants needed to synthesize it. The reactants are: CC1CCC(C(C)C)C(C(=O)Cl)C1.NCCc1ccccc1. (2) Given the product COc1ccc2[nH]nc(C=O)c2c1, predict the reactants needed to synthesize it. The reactants are: COc1ccc2[nH]nc(CO)c2c1.